This data is from Full USPTO retrosynthesis dataset with 1.9M reactions from patents (1976-2016). The task is: Predict the reactants needed to synthesize the given product. (1) The reactants are: [N+]([C:4]1[CH:9]=[CH:8][N:7]=[C:6]([NH:10][C:11]([CH:13]2[CH2:15][CH2:14]2)=[O:12])[CH:5]=1)([O-])=O.[OH:16][C:17]1[CH:26]=[C:25]2[C:20]([CH2:21][CH2:22][CH:23]([C:27]([OH:29])=[O:28])[CH2:24]2)=[CH:19][CH:18]=1.C([O-])([O-])=O.[Cs+].[Cs+]. Given the product [CH:13]1([C:11]([NH:10][C:6]2[CH:5]=[C:4]([O:16][C:17]3[CH:26]=[C:25]4[C:20]([CH2:21][CH2:22][CH:23]([C:27]([OH:29])=[O:28])[CH2:24]4)=[CH:19][CH:18]=3)[CH:9]=[CH:8][N:7]=2)=[O:12])[CH2:15][CH2:14]1, predict the reactants needed to synthesize it. (2) Given the product [N:22]1([C:20]2[N:21]=[C:16]([N:15]3[C:9]4[CH:8]=[C:7]([C:2]5[CH:3]=[N:4][CH:5]=[CH:6][N:1]=5)[N:12]=[CH:11][C:10]=4[CH:13]=[N:14]3)[CH:17]=[CH:18][CH:19]=2)[CH2:23][CH2:24][NH:25][CH2:26][CH2:27]1, predict the reactants needed to synthesize it. The reactants are: [N:1]1[CH:6]=[CH:5][N:4]=[CH:3][C:2]=1[C:7]1[N:12]=[CH:11][C:10]2[CH:13]=[N:14][N:15]([C:16]3[N:21]=[C:20]([N:22]4[CH2:27][CH2:26][N:25](C(OC(C)(C)C)=O)[CH2:24][CH2:23]4)[CH:19]=[CH:18][CH:17]=3)[C:9]=2[CH:8]=1.